Dataset: Reaction yield outcomes from USPTO patents with 853,638 reactions. Task: Predict the reaction yield, written as a fraction of the theoretical maximum amount of product (1.0 means a 100% yield; for example, 0.34 means a 34% yield). (1) The reactants are [CH3:1][O:2][C:3](=[O:12])[C:4]1[CH:9]=[CH:8][C:7]([CH3:10])=[C:6]([F:11])[CH:5]=1.CC(N=NC(C#N)(C)C)(C#N)C.[Br:25]N1C(=O)CCC1=O. The catalyst is C(Cl)(Cl)(Cl)Cl. The product is [CH3:1][O:2][C:3](=[O:12])[C:4]1[CH:9]=[CH:8][C:7]([CH2:10][Br:25])=[C:6]([F:11])[CH:5]=1. The yield is 0.410. (2) The reactants are [CH:1]([N:14]1[CH2:17][CH:16]([OH:18])[CH2:15]1)([C:8]1[CH:13]=[CH:12][CH:11]=[CH:10][CH:9]=1)[C:2]1[CH:7]=[CH:6][CH:5]=[CH:4][CH:3]=1.CCN(CC)CC.[CH3:26][S:27](Cl)(=[O:29])=[O:28]. The catalyst is C(Cl)Cl.C(OCC)(=O)C. The product is [CH3:26][S:27]([O:18][CH:16]1[CH2:17][N:14]([CH:1]([C:8]2[CH:13]=[CH:12][CH:11]=[CH:10][CH:9]=2)[C:2]2[CH:3]=[CH:4][CH:5]=[CH:6][CH:7]=2)[CH2:15]1)(=[O:29])=[O:28]. The yield is 1.00. (3) The reactants are Cl[C:2]1[N:3]=[C:4]([CH3:30])[C:5]([C:13]2[CH:22]=[CH:21][CH:20]=[C:19]3[C:14]=2[CH2:15][CH2:16][N:17]([C:23]([O:25][C:26]([CH3:29])([CH3:28])[CH3:27])=[O:24])[CH2:18]3)=[C:6]2[C:10]([CH3:11])=[C:9]([CH3:12])[NH:8][C:7]=12.[CH3:31][N:32](C)C(=O)C. The catalyst is [C-]#N.[Zn+2].[C-]#N.[Zn].C1C=CC(/C=C/C(/C=C/C2C=CC=CC=2)=O)=CC=1.C1C=CC(/C=C/C(/C=C/C2C=CC=CC=2)=O)=CC=1.C1C=CC(/C=C/C(/C=C/C2C=CC=CC=2)=O)=CC=1.[Pd].[Pd]. The product is [C:31]([C:2]1[N:3]=[C:4]([CH3:30])[C:5]([C:13]2[CH:22]=[CH:21][CH:20]=[C:19]3[C:14]=2[CH2:15][CH2:16][N:17]([C:23]([O:25][C:26]([CH3:28])([CH3:27])[CH3:29])=[O:24])[CH2:18]3)=[C:6]2[C:10]([CH3:11])=[C:9]([CH3:12])[NH:8][C:7]=12)#[N:32]. The yield is 0.510. (4) The reactants are C([O:3][C:4](=O)[CH2:5][C:6]1[CH:11]=[CH:10][CH:9]=[C:8]([Cl:12])[N:7]=1)C.[Li+].[BH4-].O.Cl. The catalyst is C1COCC1. The product is [Cl:12][C:8]1[N:7]=[C:6]([CH2:5][CH2:4][OH:3])[CH:11]=[CH:10][CH:9]=1. The yield is 0.760. (5) The reactants are Br[C:2]1[CH:11]=[C:10]2[C:5]([CH:6]=[CH:7][CH:8]=[N:9]2)=[CH:4][CH:3]=1.CC([O-])=O.[K+].[B:17]1([B:17]2[O:21][C:20]([CH3:23])([CH3:22])[C:19]([CH3:25])([CH3:24])[O:18]2)[O:21][C:20]([CH3:23])([CH3:22])[C:19]([CH3:25])([CH3:24])[O:18]1. The catalyst is CS(C)=O.CC(=O)OCC.C1C=CC(P(C2C=CC=CC=2)[C-]2C=CC=C2)=CC=1.C1C=CC(P(C2C=CC=CC=2)[C-]2C=CC=C2)=CC=1.Cl[Pd]Cl.[Fe+2]. The product is [CH3:24][C:19]1([CH3:25])[C:20]([CH3:23])([CH3:22])[O:21][B:17]([C:2]2[CH:11]=[C:10]3[C:5]([CH:6]=[CH:7][CH:8]=[N:9]3)=[CH:4][CH:3]=2)[O:18]1. The yield is 0.600. (6) The reactants are [N:1]1([C:7]2[N:12]=[C:11]([C:13](O)=[O:14])[CH:10]=[C:9]([N:16]3[CH2:21][CH2:20][O:19][CH2:18][CH2:17]3)[N:8]=2)[CH2:6][CH2:5][O:4][CH2:3][CH2:2]1.Cl.Cl.[CH3:24][C:25]1([CH3:42])[CH2:29][C:28]2([CH2:34][CH2:33][CH2:32][N:31]([CH:35]3[CH2:40][CH2:39][NH:38][CH2:37][CH2:36]3)[CH2:30]2)[C:27](=[O:41])[O:26]1.C(OC(C)C)(C)C. No catalyst specified. The product is [N:1]1([C:7]2[N:12]=[C:11]([C:13]([N:38]3[CH2:39][CH2:40][CH:35]([N:31]4[CH2:32][CH2:33][CH2:34][C:28]5([C:27](=[O:41])[O:26][C:25]([CH3:24])([CH3:42])[CH2:29]5)[CH2:30]4)[CH2:36][CH2:37]3)=[O:14])[CH:10]=[C:9]([N:16]3[CH2:17][CH2:18][O:19][CH2:20][CH2:21]3)[N:8]=2)[CH2:2][CH2:3][O:4][CH2:5][CH2:6]1. The yield is 0.670.